This data is from Full USPTO retrosynthesis dataset with 1.9M reactions from patents (1976-2016). The task is: Predict the reactants needed to synthesize the given product. (1) Given the product [N:37]1[N:34]=[C:33]([C:3]2[CH:2]=[CH:54][C:53]([C:9]3[N:14]=[C:13]4[N:15]([CH2:19][C:20]([N:22]5[CH2:27][CH2:26][O:25][CH2:24][CH2:23]5)=[O:21])[C:16](=[O:18])[NH:17][C:12]4=[N:11][CH:10]=3)=[CH:57][CH:56]=2)[NH:35][CH:36]=1, predict the reactants needed to synthesize it. The reactants are: F[C:2](F)(F)[C:3](O)=O.Br[C:9]1[N:14]=[C:13]2[N:15]([CH2:19][C:20]([N:22]3[CH2:27][CH2:26][O:25][CH2:24][CH2:23]3)=[O:21])[C:16](=[O:18])[NH:17][C:12]2=[N:11][CH:10]=1.BrC1[N:34]=[C:33]2[N:35](CC(O)=O)[C:36](=O)[NH:37]C2=NC=1.C(N1[CH:54]=[CH:53]N=C1)(N1C=CN=C1)=O.N1CCO[CH2:57][CH2:56]1. (2) Given the product [CH3:1][C:2]([CH3:38])=[CH:3][C:4]([O:6][C@@H:7]1[CH2:12][C@@H:11]([CH2:13][CH2:14][C:15]2[CH:16]=[CH:17][CH:18]=[CH:19][CH:20]=2)[O:10][C@@:9]([OH:36])([C@@H:21]2[CH2:25][S:24][C:23](=[O:26])[NH:22]2)[CH2:8]1)=[O:5], predict the reactants needed to synthesize it. The reactants are: [CH3:1][C:2]([CH3:38])=[CH:3][C:4]([O:6][C@@H:7]1[CH2:12][C@@H:11]([CH2:13][CH2:14][C:15]2[CH:20]=[CH:19][CH:18]=[CH:17][CH:16]=2)[O:10][C@@:9]([O:36]C)([C@@H:21]2[CH2:25][S:24][C:23](=[O:26])[N:22]2CC2C=CC(OC)=CC=2)[CH2:8]1)=[O:5].CO[C@]1([C@@H]2CSC(=O)N2CC2C=CC(OC)=CC=2)C[C@H]2C[C@@H](CCCC=CCCC(C)=CC(=O)O2)O1. (3) The reactants are: [OH:1][CH2:2][C:3]1[CH:8]=[C:7]([O:9][CH3:10])[CH:6]=[C:5]([N:11]=[N:12][C:13]2[CH:18]=[CH:17][CH:16]=[CH:15][C:14]=2[N+:19]([O-])=O)[C:4]=1[OH:22].[OH-].[Na+].C(S(O)=O)(N)=N.Cl. Given the product [N:12]1[N:11]([C:5]2[CH:6]=[C:7]([O:9][CH3:10])[CH:8]=[C:3]([CH2:2][OH:1])[C:4]=2[OH:22])[N:19]=[C:14]2[CH:15]=[CH:16][CH:17]=[CH:18][C:13]=12, predict the reactants needed to synthesize it. (4) Given the product [C:1]([O:5][C:6]([N:8]1[CH2:13][CH2:12][CH2:11][C:10]([NH2:21])([C:14]([N:16]2[CH2:17][CH2:18][CH2:19][CH2:20]2)=[O:15])[CH2:9]1)=[O:7])([CH3:4])([CH3:2])[CH3:3], predict the reactants needed to synthesize it. The reactants are: [C:1]([O:5][C:6]([N:8]1[CH2:13][CH2:12][CH2:11][C:10]([NH:21]C(OCC2C3C=CC=CC=3C3C2=CC=CC=3)=O)([C:14]([N:16]2[CH2:20][CH2:19][CH2:18][CH2:17]2)=[O:15])[CH2:9]1)=[O:7])([CH3:4])([CH3:3])[CH3:2].C(NCC)C.